This data is from Catalyst prediction with 721,799 reactions and 888 catalyst types from USPTO. The task is: Predict which catalyst facilitates the given reaction. (1) Reactant: C(OC([N:8]1[CH2:13][CH2:12][CH:11]([S:14]([C:17]2[CH:18]=[C:19]3[C:24](=[CH:25][C:26]=2[Cl:27])[C:23](=[O:28])[N:22](CC2C=CC(OC)=CC=2)[CH:21]=[CH:20]3)(=[O:16])=[O:15])[CH2:10][CH2:9]1)=O)(C)(C)C. Product: [Cl:27][C:26]1[CH:25]=[C:24]2[C:19]([CH:20]=[CH:21][NH:22][C:23]2=[O:28])=[CH:18][C:17]=1[S:14]([CH:11]1[CH2:12][CH2:13][NH:8][CH2:9][CH2:10]1)(=[O:15])=[O:16]. The catalyst class is: 67. (2) Reactant: [C:1]([O:5][C:6]([N:8]1[CH2:13][CH2:12][C:11]([CH:17]([C:19]2[N:20]([S:29]([C:32]3[CH:37]=[CH:36][CH:35]=[CH:34][CH:33]=3)(=[O:31])=[O:30])[C:21]3[C:26]([CH:27]=2)=[CH:25][C:24]([F:28])=[CH:23][CH:22]=3)[OH:18])([CH2:14][CH2:15][CH3:16])[CH2:10][CH2:9]1)=[O:7])([CH3:4])([CH3:3])[CH3:2].CC(OI1(OC(C)=O)(OC(C)=O)OC(=O)C2C=CC=CC1=2)=O. The catalyst class is: 4. Product: [C:1]([O:5][C:6]([N:8]1[CH2:9][CH2:10][C:11]([C:17]([C:19]2[N:20]([S:29]([C:32]3[CH:33]=[CH:34][CH:35]=[CH:36][CH:37]=3)(=[O:31])=[O:30])[C:21]3[C:26]([CH:27]=2)=[CH:25][C:24]([F:28])=[CH:23][CH:22]=3)=[O:18])([CH2:14][CH2:15][CH3:16])[CH2:12][CH2:13]1)=[O:7])([CH3:2])([CH3:3])[CH3:4]. (3) Reactant: [CH3:1][O:2][C:3](=[O:23])[C:4]([C:6]1[C:14]2[C:9](=[CH:10][C:11]([O:15][CH2:16][C:17]3[CH:22]=[CH:21][CH:20]=[CH:19][CH:18]=3)=[CH:12][CH:13]=2)[NH:8][CH:7]=1)=[O:5].[H-].[Na+].[CH3:26]I. Product: [CH3:1][O:2][C:3](=[O:23])[C:4]([C:6]1[C:14]2[C:9](=[CH:10][C:11]([O:15][CH2:16][C:17]3[CH:22]=[CH:21][CH:20]=[CH:19][CH:18]=3)=[CH:12][CH:13]=2)[N:8]([CH3:26])[CH:7]=1)=[O:5]. The catalyst class is: 9. (4) Reactant: [Cl:1][C:2]1[CH:7]=[CH:6][C:5]([NH:8][C:9](=[O:14])[C:10]([CH3:13])([CH3:12])[CH3:11])=[CH:4][C:3]=1[C:15]([F:18])([F:17])[F:16].[Li]CCCC.[I:24]I. Product: [Cl:1][C:2]1[CH:7]=[CH:6][C:5]([NH:8][C:9](=[O:14])[C:10]([CH3:11])([CH3:12])[CH3:13])=[C:4]([I:24])[C:3]=1[C:15]([F:16])([F:17])[F:18]. The catalyst class is: 1. (5) Reactant: Br[C:2]1[C:3]([CH3:16])=[N:4][C:5]([N:9]2[C:13]([CH3:14])=[CH:12][CH:11]=[C:10]2[CH3:15])=[N:6][C:7]=1[CH3:8].C(P(C(C)(C)C)[C:22]1[CH:27]=[CH:26][CH:25]=[CH:24][C:23]=1[C:28]1C(C(C)C)=CC(C(C)C)=CC=1C(C)C)(C)(C)C.[OH-:47].[K+].C(Br)C1C=CC=CC=1.[H-].[Na+]. Product: [CH2:28]([O:47][C:2]1[C:3]([CH3:16])=[N:4][C:5]([N:9]2[C:13]([CH3:14])=[CH:12][CH:11]=[C:10]2[CH3:15])=[N:6][C:7]=1[CH3:8])[C:23]1[CH:24]=[CH:25][CH:26]=[CH:27][CH:22]=1. The catalyst class is: 488. (6) Reactant: CCOC(/N=N/C(OCC)=O)=O.[F:13][C:14]([F:43])([C:33]([F:42])([F:41])[C:34]([F:40])([F:39])[C:35]([F:38])([F:37])[F:36])[CH2:15][CH2:16][CH2:17][CH2:18][O:19][C:20]1[CH:21]=[N:22][C:23]([C:26]2[CH:31]=[CH:30][C:29]([OH:32])=[CH:28][CH:27]=2)=[N:24][CH:25]=1.[CH2:44](O)[CH2:45]/[CH:46]=[CH:47]\[CH2:48][CH2:49][CH2:50][CH3:51].C1(P(C2C=CC=CC=2)C2C=CC=CC=2)C=CC=CC=1. Product: [F:43][C:14]([F:13])([C:33]([F:41])([F:42])[C:34]([F:39])([F:40])[C:35]([F:36])([F:37])[F:38])[CH2:15][CH2:16][CH2:17][CH2:18][O:19][C:20]1[CH:25]=[N:24][C:23]([C:26]2[CH:27]=[CH:28][C:29]([O:32][CH2:44][CH2:45]/[CH:46]=[CH:47]\[CH2:48][CH2:49][CH2:50][CH3:51])=[CH:30][CH:31]=2)=[N:22][CH:21]=1. The catalyst class is: 1. (7) Reactant: [Li]CCCC.C(NC(C)C)(C)C.[CH3:13][O:14][C:15]([C:17]1[S:18][CH:19]=[CH:20][C:21]=1[NH:22][C:23](=[O:28])[C:24]([F:27])([F:26])[F:25])=[O:16].[CH:29](N1CCCCC1)=[O:30].[Cl-].[NH4+]. Product: [CH3:13][O:14][C:15]([C:17]1[S:18][C:19]([CH:29]=[O:30])=[CH:20][C:21]=1[NH:22][C:23](=[O:28])[C:24]([F:25])([F:26])[F:27])=[O:16]. The catalyst class is: 323. (8) Reactant: [F:1][C:2]1[CH:19]=[CH:18][C:5]([C:6]([N:8]2[CH2:12][CH2:11][S:10][CH:9]2[C:13]([O:15]CC)=[O:14])=[O:7])=[CH:4][CH:3]=1.[OH-].[K+].P(=O)(O)(O)O. Product: [F:1][C:2]1[CH:3]=[CH:4][C:5]([C:6]([N:8]2[CH2:12][CH2:11][S:10][CH:9]2[C:13]([OH:15])=[O:14])=[O:7])=[CH:18][CH:19]=1. The catalyst class is: 6. (9) The catalyst class is: 761. Reactant: [CH2:1]1[CH2:6][C@H:5]([C:7]([OH:9])=[O:8])[CH2:4][CH2:3][C@H:2]1[CH2:10][NH2:11].[C:12]([O:17][CH:18]([O:21][C:22](ON1C(=O)CCC1=O)=[O:23])[CH2:19][CH3:20])(=[O:16])[CH2:13][CH2:14][CH3:15]. Product: [C:12]([O:17][CH:18]([O:21][C:22]([NH:11][CH2:10][C@H:2]1[CH2:3][CH2:4][C@H:5]([C:7]([OH:9])=[O:8])[CH2:6][CH2:1]1)=[O:23])[CH2:19][CH3:20])(=[O:16])[CH2:13][CH2:14][CH3:15]. (10) Reactant: C[Si]([N-][Si](C)(C)C)(C)C.[Li+].[CH3:11][C:12]1[CH:17]=[CH:16][N:15]=[C:14]([S:18][CH3:19])[N:13]=1.[O:20]1[CH:24]=[CH:23][CH:22]=[C:21]1[C:25](OCC)=[O:26].CCCCCC. Product: [O:20]1[CH:24]=[CH:23][CH:22]=[C:21]1[C:25](=[O:26])[CH2:11][C:12]1[CH:17]=[CH:16][N:15]=[C:14]([S:18][CH3:19])[N:13]=1. The catalyst class is: 7.